This data is from Full USPTO retrosynthesis dataset with 1.9M reactions from patents (1976-2016). The task is: Predict the reactants needed to synthesize the given product. Given the product [CH3:1][C:2]1[CH:7]=[C:6]([CH:8]2[CH2:9][CH2:10][CH:11]([CH:14]([CH3:20])[C:15]([OH:17])=[O:16])[CH2:12][CH2:13]2)[CH:5]=[CH:4][N:3]=1, predict the reactants needed to synthesize it. The reactants are: [CH3:1][C:2]1[CH:7]=[C:6]([CH:8]2[CH2:13][CH2:12][CH:11]([CH:14]([CH3:20])[C:15]([O:17]CC)=[O:16])[CH2:10][CH2:9]2)[CH:5]=[CH:4][N:3]=1.[Li+].[OH-].Cl.